This data is from Catalyst prediction with 721,799 reactions and 888 catalyst types from USPTO. The task is: Predict which catalyst facilitates the given reaction. Reactant: C([Li])CCC.[CH3:6][C:7]1[N:11]([CH2:12][CH2:13][N:14]2[CH2:19][CH2:18][O:17][CH2:16][CH2:15]2)[C:10]2[S:20][CH:21]=[CH:22][C:9]=2[CH:8]=1.[CH3:23][C:24]1[CH:31]=[CH:30][C:27]([C:28]#[N:29])=[CH:26][CH:25]=1.Cl. Product: [CH3:6][C:7]1[N:11]([CH2:12][CH2:13][N:14]2[CH2:15][CH2:16][O:17][CH2:18][CH2:19]2)[C:10]2[S:20][C:21]([C:28]([C:27]3[CH:30]=[CH:31][C:24]([CH3:23])=[CH:25][CH:26]=3)=[NH:29])=[CH:22][C:9]=2[CH:8]=1. The catalyst class is: 1.